Dataset: Peptide-MHC class II binding affinity with 134,281 pairs from IEDB. Task: Regression. Given a peptide amino acid sequence and an MHC pseudo amino acid sequence, predict their binding affinity value. This is MHC class II binding data. The peptide sequence is PNRDGDSYYYSEPTS. The MHC is DRB1_0801 with pseudo-sequence DRB1_0801. The binding affinity (normalized) is 0.